Dataset: hERG Central: cardiac toxicity at 1µM, 10µM, and general inhibition. Task: Predict hERG channel inhibition at various concentrations. (1) The compound is Cc1cc(C(F)F)n2nc(C(=O)Nc3sc4c(c3C(N)=O)CCC4)nc2n1. Results: hERG_inhib (hERG inhibition (general)): blocker. (2) The compound is Cn1nc(C(F)(F)F)c(-c2ccc(Br)cc2)c1NC(=O)c1ccco1. Results: hERG_inhib (hERG inhibition (general)): blocker. (3) The drug is CC(Sc1nnc(COc2ccc(Cl)cc2)n1Cc1ccco1)C(=O)N1CCNC1=O. Results: hERG_inhib (hERG inhibition (general)): blocker. (4) The compound is Cl.OCCNc1nc(N2CCCCC2)nc2ccccc12. Results: hERG_inhib (hERG inhibition (general)): blocker.